This data is from Catalyst prediction with 721,799 reactions and 888 catalyst types from USPTO. The task is: Predict which catalyst facilitates the given reaction. (1) Reactant: [OH-].[Na+].[F:3][C:4]1[CH:5]=[C:6]([CH:37]=[CH:38][CH:39]=1)[CH2:7][O:8][C:9]1[CH:36]=[CH:35][C:12]([O:13][CH:14]2[CH2:19][CH2:18][N:17]([C:20]([O:22][C:23]3[CH:24]=[N:25][CH:26]=[C:27](/[CH:29]=[CH:30]/[C:31]([O:33]C)=[O:32])[CH:28]=3)=[O:21])[CH2:16][CH2:15]2)=[CH:11][CH:10]=1. Product: [F:3][C:4]1[CH:5]=[C:6]([CH:37]=[CH:38][CH:39]=1)[CH2:7][O:8][C:9]1[CH:10]=[CH:11][C:12]([O:13][CH:14]2[CH2:19][CH2:18][N:17]([C:20]([O:22][C:23]3[CH:28]=[C:27](/[CH:29]=[CH:30]/[C:31]([OH:33])=[O:32])[CH:26]=[N:25][CH:24]=3)=[O:21])[CH2:16][CH2:15]2)=[CH:35][CH:36]=1. The catalyst class is: 1. (2) Reactant: [NH2:1][C:2]1[N:7]=[CH:6][C:5]([C:8]([OH:10])=O)=[CH:4][CH:3]=1.Cl.[CH3:12][NH:13][O:14][CH3:15].F[P-](F)(F)(F)(F)F.N1(OC(N(C)C)=[N+](C)C)C2N=CC=CC=2N=N1.C(N(C(C)C)CC)(C)C. Product: [NH2:1][C:2]1[N:7]=[CH:6][C:5]([C:8]([N:13]([O:14][CH3:15])[CH3:12])=[O:10])=[CH:4][CH:3]=1. The catalyst class is: 145. (3) Reactant: Cl.[NH2:2][CH2:3][C:4]1[CH:5]=[C:6]2[C:10](=[CH:11][CH:12]=1)[C:9](=[O:13])[N:8]([CH:14]1[CH2:19][CH2:18][C:17](=[O:20])[NH:16][C:15]1=[O:21])[C:7]2=[O:22].Cl[C:24]([O:26][CH2:27][CH2:28][CH2:29][CH2:30][CH2:31][CH3:32])=[O:25].C(N(CC)CC)C.CC#N. Product: [CH2:27]([O:26][C:24](=[O:25])[NH:2][CH2:3][C:4]1[CH:5]=[C:6]2[C:10](=[CH:11][CH:12]=1)[C:9](=[O:13])[N:8]([CH:14]1[CH2:19][CH2:18][C:17](=[O:20])[NH:16][C:15]1=[O:21])[C:7]2=[O:22])[CH2:28][CH2:29][CH2:30][CH2:31][CH3:32]. The catalyst class is: 56. (4) Reactant: Cl[C:2]1[N:3]=[C:4]([NH:11][C:12]2[CH:17]=[CH:16][C:15]([O:18][CH3:19])=[C:14]([O:20][CH3:21])[CH:13]=2)[C:5]2[N:10]=[CH:9][S:8][C:6]=2[N:7]=1.[CH3:22][O:23][C:24](=[O:40])[C:25]1[CH:30]=[CH:29][CH:28]=[C:27](B2OC(C)(C)C(C)(C)O2)[CH:26]=1.C([O-])([O-])=O.[Na+].[Na+].O. Product: [CH3:22][O:23][C:24](=[O:40])[C:25]1[CH:30]=[CH:29][CH:28]=[C:27]([C:2]2[N:3]=[C:4]([NH:11][C:12]3[CH:17]=[CH:16][C:15]([O:18][CH3:19])=[C:14]([O:20][CH3:21])[CH:13]=3)[C:5]3[N:10]=[CH:9][S:8][C:6]=3[N:7]=2)[CH:26]=1. The catalyst class is: 77. (5) Reactant: [C:9](O[C:9]([O:11][C:12]([CH3:15])([CH3:14])[CH3:13])=[O:10])([O:11][C:12]([CH3:15])([CH3:14])[CH3:13])=[O:10].[CH2:16]([O:23][C@@H:24]([C@@H:40]([N:50]([CH2:58][C:59]1[CH:64]=[CH:63][CH:62]=[CH:61][CH:60]=1)[CH2:51][C:52]1[CH:57]=[CH:56][CH:55]=[CH:54][CH:53]=1)[CH2:41][C:42]1[CH:47]=[C:46]([F:48])[CH:45]=[C:44]([F:49])[CH:43]=1)[C@H:25]([NH:28][CH2:29][C@@H:30]([OH:39])[CH2:31][CH2:32][CH:33]1[CH2:38][CH2:37][CH2:36][CH2:35][CH2:34]1)[CH2:26][OH:27])[C:17]1[CH:22]=[CH:21][CH:20]=[CH:19][CH:18]=1.C(N(C(C)C)CC)(C)C. Product: [C:12]([O:11][C:9](=[O:10])[N:28]([C@H:25]([CH2:26][OH:27])[C@@H:24]([O:23][CH2:16][C:17]1[CH:22]=[CH:21][CH:20]=[CH:19][CH:18]=1)[C@@H:40]([N:50]([CH2:51][C:52]1[CH:53]=[CH:54][CH:55]=[CH:56][CH:57]=1)[CH2:58][C:59]1[CH:60]=[CH:61][CH:62]=[CH:63][CH:64]=1)[CH2:41][C:42]1[CH:47]=[C:46]([F:48])[CH:45]=[C:44]([F:49])[CH:43]=1)[CH2:29][C@@H:30]([OH:39])[CH2:31][CH2:32][CH:33]1[CH2:38][CH2:37][CH2:36][CH2:35][CH2:34]1)([CH3:13])([CH3:14])[CH3:15]. The catalyst class is: 7. (6) Reactant: [CH3:1][N:2]([CH3:13])[C:3]1[O:7][N:6]=[C:5]([C:8]([O:10]CC)=[O:9])[N:4]=1.[Li+].[OH-]. Product: [CH3:1][N:2]([CH3:13])[C:3]1[O:7][N:6]=[C:5]([C:8]([OH:10])=[O:9])[N:4]=1. The catalyst class is: 30. (7) Reactant: [F:1][C:2]1[CH:7]=[CH:6][CH:5]=[CH:4][C:3]=1[N:8]1[C:16]2[C:11](=[C:12]([N:17]3[CH:21]=[CH:20][NH:19][C:18]3=[O:22])[CH:13]=[CH:14][CH:15]=2)[CH:10]=[N:9]1.[H-].[Na+].I[CH2:26][C:27]([O:29][CH2:30][CH3:31])=[O:28]. Product: [F:1][C:2]1[CH:7]=[CH:6][CH:5]=[CH:4][C:3]=1[N:8]1[C:16]2[C:11](=[C:12]([N:17]3[CH:21]=[CH:20][N:19]([CH2:26][C:27]([O:29][CH2:30][CH3:31])=[O:28])[C:18]3=[O:22])[CH:13]=[CH:14][CH:15]=2)[CH:10]=[N:9]1. The catalyst class is: 9. (8) Reactant: [F:1][C:2]1[CH:3]=[C:4]2[CH:10]=[CH:9][NH:8][C:5]2=[N:6][CH:7]=1. Product: [F:1][C:2]1[CH:3]=[C:4]2[CH2:10][CH2:9][NH:8][C:5]2=[N:6][CH:7]=1. The catalyst class is: 5. (9) Reactant: Cl.[Cl:2][C:3]1[CH:4]=[C:5]2[C:9](=[CH:10][CH:11]=1)[NH:8][CH:7]=[C:6]2[CH2:12][CH2:13][NH2:14].[CH3:15][C:16]1[O:20][N:19]=[C:18]([C:21](Cl)=[O:22])[CH:17]=1.C(N(CC)CC)C.C(OCC)(=O)C. Product: [Cl:2][C:3]1[CH:4]=[C:5]2[C:9](=[CH:10][CH:11]=1)[NH:8][CH:7]=[C:6]2[CH2:12][CH2:13][NH:14][C:21]([C:18]1[CH:17]=[C:16]([CH3:15])[O:20][N:19]=1)=[O:22]. The catalyst class is: 4.